From a dataset of Forward reaction prediction with 1.9M reactions from USPTO patents (1976-2016). Predict the product of the given reaction. Given the reactants [CH:1]1([C:11]([OH:13])=O)[C:10]2[C:5](=[CH:6][CH:7]=[CH:8][CH:9]=2)[CH2:4][CH2:3][CH2:2]1.[CH3:14][N:15]([CH3:32])[C:16]1[CH:21]=[CH:20][C:19]([CH2:22][NH:23][C:24]2[CH:25]=[N:26][C:27]([O:30][CH3:31])=[CH:28][CH:29]=2)=[CH:18][CH:17]=1, predict the reaction product. The product is: [CH3:14][N:15]([CH3:32])[C:16]1[CH:17]=[CH:18][C:19]([CH2:22][N:23]([C:24]2[CH:25]=[N:26][C:27]([O:30][CH3:31])=[CH:28][CH:29]=2)[C:11]([CH:1]2[C:10]3[C:5](=[CH:6][CH:7]=[CH:8][CH:9]=3)[CH2:4][CH2:3][CH2:2]2)=[O:13])=[CH:20][CH:21]=1.